From a dataset of Reaction yield outcomes from USPTO patents with 853,638 reactions. Predict the reaction yield, written as a fraction of the theoretical maximum amount of product (1.0 means a 100% yield; for example, 0.34 means a 34% yield). (1) The reactants are Cl[C:2]1[CH:7]=[C:6]([NH:8][C:9]2[C:10]([C:15]([NH:17][CH3:18])=[O:16])=[N:11][CH:12]=[CH:13][CH:14]=2)[C:5]([C:19]([F:22])([F:21])[F:20])=[CH:4][N:3]=1.[NH2:23][C:24]1[CH:25]=[C:26]2[C:30](=[CH:31][CH:32]=1)[NH:29][C:28](=[O:33])[CH2:27]2.CCCCO.Cl. The product is [CH3:18][NH:17][C:15](=[O:16])[C:10]1[C:9]([NH:8][C:6]2[C:5]([C:19]([F:22])([F:21])[F:20])=[CH:4][N:3]=[C:2]([NH:23][C:24]3[CH:25]=[C:26]4[C:30](=[CH:31][CH:32]=3)[NH:29][C:28](=[O:33])[CH2:27]4)[CH:7]=2)=[CH:14][CH:13]=[CH:12][N:11]=1. The catalyst is CCOC(C)=O. The yield is 0.560. (2) The reactants are Cl[C:2]1[N:6]([CH3:7])[C:5]2[C:8]([CH:14]([CH2:17][CH3:18])[CH2:15][CH3:16])=[CH:9][CH:10]=[C:11]([O:12][CH3:13])[C:4]=2[N:3]=1.[Cl:19][C:20]1[CH:25]=[C:24]([Cl:26])[CH:23]=[C:22]([CH2:27][N:28]2[CH2:32][CH2:31][CH2:30][CH2:29]2)[C:21]=1[OH:33].C(=O)([O-])[O-].[K+].[K+].Cl. The catalyst is O.CO.C(OCC)(=O)C.CN(C)C=O. The product is [Cl:19][C:20]1[CH:25]=[C:24]([Cl:26])[CH:23]=[C:22]([CH2:27][N:28]2[CH2:32][CH2:31][CH2:30][CH2:29]2)[C:21]=1[O:33][C:2]1[N:6]([CH3:7])[C:5]2[C:8]([CH:14]([CH2:17][CH3:18])[CH2:15][CH3:16])=[CH:9][CH:10]=[C:11]([O:12][CH3:13])[C:4]=2[N:3]=1. The yield is 0.370. (3) The reactants are [N:1]1([C:7]2[C:16]3[C:11](=[CH:12][C:13]([O:17][CH2:18][CH2:19][CH:20]4[CH2:25][CH2:24][CH2:23][CH2:22][NH:21]4)=[CH:14][CH:15]=3)[N:10]=[CH:9][N:8]=2)[CH2:6][CH2:5][NH:4][CH2:3][CH2:2]1.[C:26]([C:28]1[CH:33]=[CH:32][C:31]([N:34]=[C:35]=[O:36])=[CH:30][CH:29]=1)#[N:27]. The catalyst is CN(C=O)C. The product is [C:26]([C:28]1[CH:29]=[CH:30][C:31]([NH:34][C:35]([N:4]2[CH2:3][CH2:2][N:1]([C:7]3[C:16]4[C:11](=[CH:12][C:13]([O:17][CH2:18][CH2:19][CH:20]5[CH2:25][CH2:24][CH2:23][CH2:22][NH:21]5)=[CH:14][CH:15]=4)[N:10]=[CH:9][N:8]=3)[CH2:6][CH2:5]2)=[O:36])=[CH:32][CH:33]=1)#[N:27]. The yield is 0.500.